Dataset: Full USPTO retrosynthesis dataset with 1.9M reactions from patents (1976-2016). Task: Predict the reactants needed to synthesize the given product. Given the product [CH:1]1[CH:6]=[N:5][CH:4]=[C:3]([CH2:7][C:8]([P:10]([O-:12])([OH:13])=[O:11])([P:14]([OH:17])([OH:16])=[O:15])[OH:9])[CH:2]=1.[Na+:40], predict the reactants needed to synthesize it. The reactants are: [CH:1]1[CH:6]=[N:5][CH:4]=[C:3]([CH2:7][C:8]([P:14]([O-:17])([OH:16])=[O:15])([P:10]([OH:13])([OH:12])=[O:11])[OH:9])[CH:2]=1.[CH:1]1[CH:6]=[N:5][CH:4]=[C:3]([CH2:7][C:8]([P:14]([O-:16])([OH:17])=[O:15])([P:10]([OH:12])([OH:13])=[O:11])[OH:9])[CH:2]=1.O.O.O.O.O.[Na+:40].[Na+:40].